Dataset: Full USPTO retrosynthesis dataset with 1.9M reactions from patents (1976-2016). Task: Predict the reactants needed to synthesize the given product. Given the product [C:1]([C:4]1[C:22](=[O:23])[C@@:8]2([CH3:24])[C:9]3[C:15]([OH:16])=[CH:14][C:13]([O:17][CH3:18])=[C:12]([C:19]([NH:21][CH2:29][C:28]4[C:27]([CH3:26])=[C:34]([CH3:35])[CH:33]=[C:32]([CH3:36])[C:31]=4[CH3:37])=[O:20])[C:10]=3[O:11][C:7]2=[CH:6][C:5]=1[OH:25])(=[O:3])[CH3:2], predict the reactants needed to synthesize it. The reactants are: [C:1]([C:4]1[C:22](=[O:23])[C@@:8]2([CH3:24])[C:9]3[C:15]([OH:16])=[CH:14][C:13]([O:17][CH3:18])=[C:12]([C:19]([NH2:21])=[O:20])[C:10]=3[O:11][C:7]2=[CH:6][C:5]=1[OH:25])(=[O:3])[CH3:2].[CH3:26][C:27]1[C:34]([CH3:35])=[CH:33][C:32]([CH3:36])=[C:31]([CH3:37])[C:28]=1[CH:29]=O.C([SiH](CC)CC)C.FC(F)(F)C(O)=O.